Task: Predict the product of the given reaction.. Dataset: Forward reaction prediction with 1.9M reactions from USPTO patents (1976-2016) Given the reactants [Cl:1][C:2]1[CH:33]=[CH:32][C:5]([C:6]([NH:8][C:9]2[CH:14]=[CH:13][C:12]([CH2:15][NH:16][C:17]3[C:26]4[C:21](=[CH:22][CH:23]=[C:24]([C:27]([F:30])([F:29])[F:28])[CH:25]=4)[N:20]=[C:19](Cl)[N:18]=3)=[CH:11][CH:10]=2)=[O:7])=[CH:4][CH:3]=1.Cl.Cl.[N:36]1[CH:41]=[CH:40][CH:39]=[N:38][C:37]=1[N:42]1[CH2:47][CH2:46][NH:45][CH2:44][CH2:43]1, predict the reaction product. The product is: [Cl:1][C:2]1[CH:33]=[CH:32][C:5]([C:6]([NH:8][C:9]2[CH:14]=[CH:13][C:12]([CH2:15][NH:16][C:17]3[C:26]4[C:21](=[CH:22][CH:23]=[C:24]([C:27]([F:28])([F:30])[F:29])[CH:25]=4)[N:20]=[C:19]([N:45]4[CH2:46][CH2:47][N:42]([C:37]5[N:36]=[CH:41][CH:40]=[CH:39][N:38]=5)[CH2:43][CH2:44]4)[N:18]=3)=[CH:11][CH:10]=2)=[O:7])=[CH:4][CH:3]=1.